Dataset: Full USPTO retrosynthesis dataset with 1.9M reactions from patents (1976-2016). Task: Predict the reactants needed to synthesize the given product. The reactants are: [H-].[Na+].[NH2:3][C:4]1[CH:11]=[CH:10][C:7]([C:8]#[N:9])=[C:6]([Cl:12])[CH:5]=1.[CH:13]1([CH2:16][N:17]2[C:26](=[O:27])[C:25]3[C:20](=[CH:21][CH:22]=[C:23]([NH:28][C:29]([C@H:31]4[CH2:35][CH2:34][C:33](=[O:36])[O:32]4)=[O:30])[CH:24]=3)[N:19]([CH2:37][CH3:38])[C:18]2=[O:39])[CH2:15][CH2:14]1.Cl. Given the product [Cl:12][C:6]1[CH:5]=[C:4]([NH:3][C:33](=[O:36])[CH2:34][CH2:35][C@@H:31]([OH:32])[C:29]([NH:28][C:23]2[CH:24]=[C:25]3[C:20](=[CH:21][CH:22]=2)[N:19]([CH2:37][CH3:38])[C:18](=[O:39])[N:17]([CH2:16][CH:13]2[CH2:14][CH2:15]2)[C:26]3=[O:27])=[O:30])[CH:11]=[CH:10][C:7]=1[C:8]#[N:9], predict the reactants needed to synthesize it.